Task: Predict the product of the given reaction.. Dataset: Forward reaction prediction with 1.9M reactions from USPTO patents (1976-2016) (1) Given the reactants [Cl:1][C:2]1[CH:3]=[C:4]([CH:9]2[C:18]3[C:13](=[CH:14][CH:15]=[CH:16][CH:17]=3)[C:12](=[N:19][CH3:20])[CH2:11][CH2:10]2)[CH:5]=[CH:6][C:7]=1[Cl:8].ClC1C=CC=CC=1C.[H][H], predict the reaction product. The product is: [CH3:20][NH:19][C@@H:12]1[C:13]2[CH:14]=[CH:15][CH:16]=[CH:17][C:18]=2[C@H:9]([C:4]2[CH:5]=[CH:6][C:7]([Cl:8])=[C:2]([Cl:1])[CH:3]=2)[CH2:10][CH2:11]1. (2) Given the reactants [C:1]([C:4]1[C:35](=[O:36])[C@@:8]2([CH3:37])[C:9]3[C:15]([OH:16])=[CH:14][C:13]([O:17][CH3:18])=[C:12]([C:19]([NH:21][CH2:22][C:23]4[C:31]([CH3:32])=[CH:30][C:26]([C:27]([OH:29])=[O:28])=[C:25]([CH3:33])[C:24]=4[CH3:34])=[O:20])[C:10]=3[O:11][C:7]2=[CH:6][C:5]=1[OH:38])(=[O:3])[CH3:2].Cl.C(N=C=NCCCN(C)C)C.[Cl:51][C:52]1[CH:57]=[C:56]([Cl:58])[CH:55]=[CH:54][C:53]=1O.Cl, predict the reaction product. The product is: [C:1]([C:4]1[C:35](=[O:36])[C@@:8]2([CH3:37])[C:9]3[C:15]([OH:16])=[CH:14][C:13]([O:17][CH3:18])=[C:12]([C:19]([NH:21][CH2:22][C:23]4[C:31]([CH3:32])=[CH:30][C:26]([C:27]([O:29][C:55]5[CH:54]=[CH:53][C:52]([Cl:51])=[CH:57][C:56]=5[Cl:58])=[O:28])=[C:25]([CH3:33])[C:24]=4[CH3:34])=[O:20])[C:10]=3[O:11][C:7]2=[CH:6][C:5]=1[OH:38])(=[O:3])[CH3:2]. (3) Given the reactants Cl.Cl[CH2:3][C:4]1[CH:13]=[CH:12][C:11]2[C:6](=[CH:7][CH:8]=[CH:9][CH:10]=2)[N:5]=1.C(=O)([O-])[O-].[K+].[K+].[N:20]1(C(OC(C)(C)C)=O)[CH2:25][CH2:24][NH:23][CH2:22][CH2:21]1, predict the reaction product. The product is: [N:20]1([CH2:3][C:4]2[CH:13]=[CH:12][C:11]3[C:6](=[CH:7][CH:8]=[CH:9][CH:10]=3)[N:5]=2)[CH2:25][CH2:24][NH:23][CH2:22][CH2:21]1. (4) The product is: [CH2:41]([O:42][C:30]1[CH:23]=[C:24]([CH:25]2[C:12]([C:13]3[CH:18]=[CH:17][CH:16]=[CH:15][CH:14]=3)=[C:11]([C:2]3[CH:3]=[CH:4][C:5]4[C:10](=[CH:9][CH:8]=[CH:7][CH:6]=4)[CH:1]=3)[NH:38][C:36](=[O:37])[NH:35]2)[CH:27]=[C:28]([N+:32]([O-:34])=[O:33])[C:29]=1[OH:31])[CH3:40]. Given the reactants [CH:1]1[C:10]2[C:5](=[CH:6][CH:7]=[CH:8][CH:9]=2)[CH:4]=[CH:3][C:2]=1[C:11](=O)[CH2:12][C:13]1[CH:18]=[CH:17][CH:16]=[CH:15][CH:14]=1.C(O[C:23]1[CH:30]=[C:29]([OH:31])[C:28]([N+:32]([O-:34])=[O:33])=[CH:27][C:24]=1[CH:25]=O)C.[NH2:35][C:36]([NH2:38])=[O:37].Cl.[CH3:40][CH2:41][OH:42], predict the reaction product.